This data is from Full USPTO retrosynthesis dataset with 1.9M reactions from patents (1976-2016). The task is: Predict the reactants needed to synthesize the given product. (1) Given the product [O:1]1[C:5]2[CH:6]=[CH:7][CH:8]=[CH:9][C:4]=2[C:3](/[C:10](=[CH:21]\[CH:22]=[CH:23]/[C:19]([O:18][CH3:17])=[O:20])/[C:11]([O:13][CH3:14])=[O:12])=[CH:2]1, predict the reactants needed to synthesize it. The reactants are: [O:1]1[C:5]2[CH:6]=[CH:7][CH:8]=[CH:9][C:4]=2[C:3]([C:10](=[N+]=[N-])[C:11]([O:13][CH3:14])=[O:12])=[CH:2]1.[CH3:17][O:18][C:19]1[O:20][CH:21]=[CH:22][CH:23]=1. (2) Given the product [Cl:15][C:7]1[CH:6]=[CH:5][C:4]2[N:3]=[C:2]([N:16]3[CH2:21][CH2:20][CH:19]([C:22]([O:24][CH2:25][CH3:26])=[O:23])[CH2:18][CH2:17]3)[CH:11]=[CH:10][C:9]=2[C:8]=1[C:12]([OH:14])=[O:13], predict the reactants needed to synthesize it. The reactants are: Cl[C:2]1[CH:11]=[CH:10][C:9]2[C:8]([C:12]([OH:14])=[O:13])=[C:7]([Cl:15])[CH:6]=[CH:5][C:4]=2[N:3]=1.[NH:16]1[CH2:21][CH2:20][CH:19]([C:22]([O:24][CH2:25][CH3:26])=[O:23])[CH2:18][CH2:17]1. (3) Given the product [O:19]1[CH2:24][CH2:23][CH:22]([CH2:25][NH:26][C:13]([C:10]2[CH:9]=[C:8]([CH2:7][O:6][CH2:5][C:4]3[CH:16]=[CH:17][CH:18]=[C:2]([Cl:1])[CH:3]=3)[O:12][N:11]=2)=[O:15])[CH2:21][CH2:20]1, predict the reactants needed to synthesize it. The reactants are: [Cl:1][C:2]1[CH:3]=[C:4]([CH:16]=[CH:17][CH:18]=1)[CH2:5][O:6][CH2:7][C:8]1[O:12][N:11]=[C:10]([C:13]([OH:15])=O)[CH:9]=1.[O:19]1[CH2:24][CH2:23][CH:22]([CH2:25][NH2:26])[CH2:21][CH2:20]1.O1CCCC1.F[P-](F)(F)(F)(F)F.N1(O[P+](N2CCCC2)(N2CCCC2)N2CCCC2)C2C=CC=CC=2N=N1. (4) Given the product [F:30][C:26]1[N:25]=[C:24]([C:20]2[N:19]([CH2:18][C:13]3[N:12]=[CH:11][N:10]4[CH:31]=[C:7]([C:5]([NH2:1])=[O:4])[N:8]=[C:9]4[C:14]=3[CH2:15][CH2:16][CH3:17])[CH:23]=[CH:22][N:21]=2)[CH:29]=[CH:28][CH:27]=1, predict the reactants needed to synthesize it. The reactants are: [NH3:1].C([O:4][C:5]([C:7]1[N:8]=[C:9]2[C:14]([CH2:15][CH2:16][CH3:17])=[C:13]([CH2:18][N:19]3[CH:23]=[CH:22][N:21]=[C:20]3[C:24]3[CH:29]=[CH:28][CH:27]=[C:26]([F:30])[N:25]=3)[N:12]=[CH:11][N:10]2[CH:31]=1)=O)C. (5) Given the product [Cl:1][C:2]1[CH:24]=[C:23]([O:25][CH3:26])[CH:22]=[C:21]([Cl:27])[C:3]=1[CH2:4][CH:5]1[CH2:9][CH2:8][N:7]([CH:10]2[CH2:11][CH2:12][C:13](=[O:14])[CH2:18][CH2:19]2)[C:6]1=[O:20], predict the reactants needed to synthesize it. The reactants are: [Cl:1][C:2]1[CH:24]=[C:23]([O:25][CH3:26])[CH:22]=[C:21]([Cl:27])[C:3]=1[CH2:4][CH:5]1[CH2:9][CH2:8][N:7]([CH:10]2[CH2:19][CH2:18][C:13]3(OCC[O:14]3)[CH2:12][CH2:11]2)[C:6]1=[O:20].O.C1(C)C=CC(S(O)(=O)=O)=CC=1.Cl.